This data is from Full USPTO retrosynthesis dataset with 1.9M reactions from patents (1976-2016). The task is: Predict the reactants needed to synthesize the given product. (1) Given the product [Br:1][C:2]1[C:10]2[N:9]=[N:8][N:7]([CH2:11][C:12]([CH3:13])([CH3:15])[CH3:14])[C:6]=2[CH:5]=[CH:4][C:3]=1[O:16][C:21]1[C:20]([C:17](=[O:19])[CH3:18])=[CH:25][CH:24]=[CH:23][N:22]=1, predict the reactants needed to synthesize it. The reactants are: [Br:1][C:2]1[C:10]2[N:9]=[N:8][N:7]([CH2:11][C:12]([CH3:15])([CH3:14])[CH3:13])[C:6]=2[CH:5]=[CH:4][C:3]=1[OH:16].[C:17]([C:20]1[C:21](F)=[N:22][CH:23]=[CH:24][CH:25]=1)(=[O:19])[CH3:18].C(=O)([O-])[O-].[K+].[K+]. (2) Given the product [C:29]([C:28]1[CH:27]=[CH:26][C:25]([C:22]2[N:20]3[CH:21]=[C:16]([C:13]4[CH:14]=[CH:15][C:10]([C:8]([N:5]5[CH2:4][CH2:3][CH:2]([NH:1][S:34]([CH3:33])(=[O:36])=[O:35])[CH2:7][CH2:6]5)=[O:9])=[CH:11][CH:12]=4)[CH:17]=[CH:18][C:19]3=[N:24][CH:23]=2)=[CH:32][CH:31]=1)#[N:30], predict the reactants needed to synthesize it. The reactants are: [NH2:1][CH:2]1[CH2:7][CH2:6][N:5]([C:8]([C:10]2[CH:15]=[CH:14][C:13]([C:16]3[CH:17]=[CH:18][C:19]4[N:20]([C:22]([C:25]5[CH:32]=[CH:31][C:28]([C:29]#[N:30])=[CH:27][CH:26]=5)=[CH:23][N:24]=4)[CH:21]=3)=[CH:12][CH:11]=2)=[O:9])[CH2:4][CH2:3]1.[CH3:33][S:34](Cl)(=[O:36])=[O:35]. (3) Given the product [CH3:1][O:2][C:3]([C:5]1[CH:9]=[CH:8][N:7]([CH3:10])[C:6]=1[C:11]([C:14]([O:16][CH3:17])=[O:15])=[CH:12][NH2:22])=[O:4], predict the reactants needed to synthesize it. The reactants are: [CH3:1][O:2][C:3]([C:5]1[CH:9]=[CH:8][N:7]([CH3:10])[C:6]=1[C:11]([C:14]([O:16][CH3:17])=[O:15])=[CH:12]O)=[O:4].C([O-])(=O)C.[NH4+:22]. (4) Given the product [CH2:1]([O:8][C:9]1[CH:17]=[CH:16][C:15]2[N:14]3[CH2:18][CH2:19][C:20](=[CH:29][C:27]([O:26][C:22]([CH3:25])([CH3:24])[CH3:23])=[O:28])[C:13]3=[CH:12][C:11]=2[CH:10]=1)[C:2]1[CH:3]=[CH:4][CH:5]=[CH:6][CH:7]=1, predict the reactants needed to synthesize it. The reactants are: [CH2:1]([O:8][C:9]1[CH:17]=[CH:16][C:15]2[N:14]3[CH2:18][CH2:19][C:20](=O)[C:13]3=[CH:12][C:11]=2[CH:10]=1)[C:2]1[CH:7]=[CH:6][CH:5]=[CH:4][CH:3]=1.[C:22]([O:26][C:27]([CH:29]=P(C1C=CC=CC=1)(C1C=CC=CC=1)C1C=CC=CC=1)=[O:28])([CH3:25])([CH3:24])[CH3:23]. (5) The reactants are: [Cl:1][C:2]1[C:7]([F:8])=[CH:6][CH:5]=[CH:4][C:3]=1[C@@H:9]([NH2:11])[CH3:10].C([O:16][C:17]([C:19]1[CH:24]=[CH:23][CH:22]=[CH:21][C:20]=1[C:25]1[CH:30]=[CH:29][C:28]([CH2:31][N:32]2[C:40]3[C:35](=[CH:36][C:37]([C:41](O)=[O:42])=[CH:38][CH:39]=3)[C:34]([CH3:44])=[C:33]2[CH3:45])=[CH:27][CH:26]=1)=[O:18])(C)(C)C. Given the product [Cl:1][C:2]1[C:7]([F:8])=[CH:6][CH:5]=[CH:4][C:3]=1[C@@H:9]([NH:11][C:41]([C:37]1[CH:36]=[C:35]2[C:40](=[CH:39][CH:38]=1)[N:32]([CH2:31][C:28]1[CH:27]=[CH:26][C:25]([C:20]3[C:19]([C:17]([OH:18])=[O:16])=[CH:24][CH:23]=[CH:22][CH:21]=3)=[CH:30][CH:29]=1)[C:33]([CH3:45])=[C:34]2[CH3:44])=[O:42])[CH3:10], predict the reactants needed to synthesize it. (6) Given the product [Cl:1][C:2]1[C:7]([CH:8]([CH3:11])[CH2:9][N:39]2[CH2:42][CH:41]([OH:43])[CH2:40]2)=[CH:6][C:5]([C:12]#[N:13])=[CH:4][C:3]=1[NH:14][C:15]1[N:20]=[C:19]([N:21]([CH:31]2[CH2:33][CH2:32]2)[CH2:22][C:23]2[CH:24]=[CH:25][C:26]([O:29][CH3:30])=[CH:27][CH:28]=2)[C:18]2=[N:34][CH:35]=[C:36]([C:37]#[N:38])[N:17]2[N:16]=1, predict the reactants needed to synthesize it. The reactants are: [Cl:1][C:2]1[C:7]([CH:8]([CH3:11])[CH:9]=O)=[CH:6][C:5]([C:12]#[N:13])=[CH:4][C:3]=1[NH:14][C:15]1[N:20]=[C:19]([N:21]([CH:31]2[CH2:33][CH2:32]2)[CH2:22][C:23]2[CH:28]=[CH:27][C:26]([O:29][CH3:30])=[CH:25][CH:24]=2)[C:18]2=[N:34][CH:35]=[C:36]([C:37]#[N:38])[N:17]2[N:16]=1.[NH:39]1[CH2:42][CH:41]([OH:43])[CH2:40]1.CC(O)=O.C([BH3-])#N.[Na+].